This data is from Catalyst prediction with 721,799 reactions and 888 catalyst types from USPTO. The task is: Predict which catalyst facilitates the given reaction. (1) Reactant: [CH3:1][C:2]1[CH:6]=[C:5]([C:7]([OH:9])=O)[NH:4][N:3]=1.C1C=CC2N(O)N=NC=2C=1.N=C=N.[CH3:23][O:24][C:25]1[CH:26]=[C:27]([C:34]2[CH:38]=[CH:37][N:36]([CH2:39][CH2:40][NH2:41])[N:35]=2)[CH:28]=[CH:29][C:30]=1[N+:31]([O-:33])=[O:32]. Product: [CH3:23][O:24][C:25]1[CH:26]=[C:27]([C:34]2[CH:38]=[CH:37][N:36]([CH2:39][CH2:40][NH:41][C:7]([C:5]3[CH:6]=[C:2]([CH3:1])[NH:3][N:4]=3)=[O:9])[N:35]=2)[CH:28]=[CH:29][C:30]=1[N+:31]([O-:33])=[O:32]. The catalyst class is: 85. (2) Reactant: [NH2:1][C:2]1[N:6]2[N:7]=[C:8]([C:12]([O:14]C)=O)[CH:9]=[C:10]([CH3:11])[C:5]2=[N:4][N:3]=1.[CH3:16][NH:17]C. Product: [CH3:16][NH:17][C:12]([C:8]1[CH:9]=[C:10]([CH3:11])[C:5]2[N:6]([C:2]([NH2:1])=[N:3][N:4]=2)[N:7]=1)=[O:14]. The catalyst class is: 5. (3) Reactant: O.[CH3:2][O:3][C:4]([C:6]1[CH:11]=[CH:10][C:9](B(O)O)=[CH:8][CH:7]=1)=[O:5].Br[C:16]1[C:28]([O:29][CH2:30][CH3:31])=[CH:27][C:19]([C:20]([O:22][C:23]([CH3:26])([CH3:25])[CH3:24])=[O:21])=[CH:18][C:17]=1[O:32][CH2:33][CH3:34].[O-]P([O-])([O-])=O.[K+].[K+].[K+]. Product: [CH2:33]([O:32][C:17]1[CH:18]=[C:19]([C:20]([O:22][C:23]([CH3:26])([CH3:25])[CH3:24])=[O:21])[CH:27]=[C:28]([O:29][CH2:30][CH3:31])[C:16]=1[C:9]1[CH:10]=[CH:11][C:6]([C:4]([O:3][CH3:2])=[O:5])=[CH:7][CH:8]=1)[CH3:34]. The catalyst class is: 438. (4) Reactant: [N:1]1[C:10]2[C:5](=[CH:6][CH:7]=[CH:8][CH:9]=2)[CH:4]=[CH:3][C:2]=1[C:11]([OH:13])=O.C(Cl)(=O)C(C)(C)C.[NH2:21][C@H:22]([C:27]([OH:29])=[O:28])[CH2:23][C:24](=[O:26])[NH2:25]. Product: [N:1]1[C:10]2[C:5](=[CH:6][CH:7]=[CH:8][CH:9]=2)[CH:4]=[CH:3][C:2]=1[C:11]([NH:21][C@H:22]([C:27]([OH:29])=[O:28])[CH2:23][C:24](=[O:26])[NH2:25])=[O:13]. The catalyst class is: 66. (5) Reactant: IC.[Br:3][C:4]1[C:5]2[O:13][C:12]([CH:14]=[O:15])=[CH:11][C:6]=2[C:7](=[O:10])[NH:8][CH:9]=1.[C:16](=O)([O-])[O-].[Cs+].[Cs+]. Product: [Br:3][C:4]1[C:5]2[O:13][C:12]([CH:14]=[O:15])=[CH:11][C:6]=2[C:7](=[O:10])[N:8]([CH3:16])[CH:9]=1. The catalyst class is: 7. (6) Reactant: [NH2:1][C:2]([C@:4]1([CH3:33])[CH2:8][CH2:7][C@H:6]([C:9]2[CH:14]=[CH:13][C:12]([O:15][CH2:16][C:17]3[CH:22]=[CH:21][CH:20]=[CH:19][C:18]=3[F:23])=[C:11]([O:24][CH3:25])[CH:10]=2)[N:5]1C(OC(C)(C)C)=O)=[O:3].C([Cl:37])(C)=O. Product: [ClH:37].[F:23][C:18]1[CH:19]=[CH:20][CH:21]=[CH:22][C:17]=1[CH2:16][O:15][C:12]1[CH:13]=[CH:14][C:9]([C@@H:6]2[NH:5][C@:4]([CH3:33])([C:2]([NH2:1])=[O:3])[CH2:8][CH2:7]2)=[CH:10][C:11]=1[O:24][CH3:25]. The catalyst class is: 370.